Dataset: Full USPTO retrosynthesis dataset with 1.9M reactions from patents (1976-2016). Task: Predict the reactants needed to synthesize the given product. Given the product [OH:16][CH2:15][C:14]([NH:13][C:11]([NH:10][C:7]1[CH:6]=[CH:5][C:4]([N+:1]([O-:3])=[O:2])=[CH:9][CH:8]=1)=[S:12])([CH3:18])[CH3:17], predict the reactants needed to synthesize it. The reactants are: [N+:1]([C:4]1[CH:9]=[CH:8][C:7]([N:10]=[C:11]=[S:12])=[CH:6][CH:5]=1)([O-:3])=[O:2].[NH2:13][C:14]([CH3:18])([CH3:17])[CH2:15][OH:16].